From a dataset of Forward reaction prediction with 1.9M reactions from USPTO patents (1976-2016). Predict the product of the given reaction. (1) Given the reactants [CH3:1][O:2][CH:3]([CH3:23])[CH:4]([N:6]1[C:10]2=[N:11][CH:12]=[CH:13][CH:14]=[C:9]2[C:8]([C:15]([O:17]C(C)(C)C)=[O:16])=[C:7]1[CH3:22])[CH3:5].FC(F)(F)C(O)=O, predict the reaction product. The product is: [CH3:1][O:2][CH:3]([CH3:23])[CH:4]([N:6]1[C:10]2=[N:11][CH:12]=[CH:13][CH:14]=[C:9]2[C:8]([C:15]([OH:17])=[O:16])=[C:7]1[CH3:22])[CH3:5]. (2) Given the reactants [C:1]([NH:5][S:6]([C:9]1[S:10][CH:11]=[C:12]([C:14]([NH:16][C:17]2[C:18]([C:29](=[O:31])[NH2:30])=[C:19]([C:23]3[CH:28]=[CH:27][CH:26]=[CH:25][CH:24]=3)[CH:20]=[CH:21][CH:22]=2)=O)[N:13]=1)(=[O:8])=[O:7])([CH3:4])([CH3:3])[CH3:2].C[O-].[Na+], predict the reaction product. The product is: [C:1]([NH:5][S:6]([C:9]1[S:10][CH:11]=[C:12]([C:14]2[N:30]=[C:29]([OH:31])[C:18]3[C:17](=[CH:22][CH:21]=[CH:20][C:19]=3[C:23]3[CH:28]=[CH:27][CH:26]=[CH:25][CH:24]=3)[N:16]=2)[N:13]=1)(=[O:8])=[O:7])([CH3:4])([CH3:3])[CH3:2]. (3) The product is: [CH3:46][C:42]1[CH:41]=[C:40]([NH:39][C:6]2[CH:7]=[CH:2][CH:3]=[C:4]([C:8]3[CH:13]=[CH:12][CH:11]=[C:10]([C:14]4([C:27]5[CH:32]=[CH:31][CH:30]=[CH:29][CH:28]=5)[C:15]5[CH:16]=[CH:17][CH:18]=[CH:19][C:20]=5[C:21]5[C:26]4=[CH:25][CH:24]=[CH:23][CH:22]=5)[CH:9]=3)[CH:5]=2)[CH:45]=[CH:44][CH:43]=1. Given the reactants Br[C:2]1[CH:3]=[C:4]([C:8]2[CH:9]=[C:10]([C:14]3([C:27]4[CH:32]=[CH:31][CH:30]=[CH:29][CH:28]=4)[C:26]4[CH:25]=[CH:24][CH:23]=[CH:22][C:21]=4[C:20]4[C:15]3=[CH:16][CH:17]=[CH:18][CH:19]=4)[CH:11]=[CH:12][CH:13]=2)[CH:5]=[CH:6][CH:7]=1.CC(C)([O-])C.[Na+].[NH2:39][C:40]1[CH:45]=[CH:44][CH:43]=[C:42]([CH3:46])[CH:41]=1.C(P(C(C)(C)C)C(C)(C)C)(C)(C)C, predict the reaction product. (4) Given the reactants [F:1][C:2]1[CH:3]=[C:4]([C@@H:9]([C:21]2[CH:26]=[CH:25][C:24]([S:27]([CH3:30])(=[O:29])=[O:28])=[CH:23][CH:22]=2)[CH2:10][CH2:11][N:12]2[CH2:17][CH2:16][CH:15]([NH:18][CH2:19][CH3:20])[CH2:14][CH2:13]2)[CH:5]=[C:6]([F:8])[CH:7]=1.C(N(CC)CC)C.[Br:38][CH2:39][C:40](Cl)=[O:41], predict the reaction product. The product is: [Br:38][CH2:39][C:40]([N:18]([CH:15]1[CH2:16][CH2:17][N:12]([CH2:11][CH2:10][C@@H:9]([C:4]2[CH:5]=[C:6]([F:8])[CH:7]=[C:2]([F:1])[CH:3]=2)[C:21]2[CH:26]=[CH:25][C:24]([S:27]([CH3:30])(=[O:29])=[O:28])=[CH:23][CH:22]=2)[CH2:13][CH2:14]1)[CH2:19][CH3:20])=[O:41]. (5) Given the reactants [O:1]=[C:2]1[C:11]([C:12](O)=[O:13])=[CH:10][C:9]2[C:4](=[N:5][CH:6]=[CH:7][CH:8]=2)[N:3]1[C:15]1[CH:20]=[CH:19][CH:18]=[CH:17][CH:16]=1.C(Cl)(=O)C([Cl:24])=O.CN(C)C=O, predict the reaction product. The product is: [O:1]=[C:2]1[C:11]([C:12]([Cl:24])=[O:13])=[CH:10][C:9]2[C:4](=[N:5][CH:6]=[CH:7][CH:8]=2)[N:3]1[C:15]1[CH:20]=[CH:19][CH:18]=[CH:17][CH:16]=1. (6) The product is: [Cl:16][C:15]1[C:10]2[N:9]=[N:1][N:21]([C@@H:22]3[CH2:26][C@H:25]([OH:27])[CH:24]=[CH:23]3)[C:11]=2[N:12]=[C:13]([S:17][CH2:18][CH2:19][CH3:20])[N:14]=1. Given the reactants [N:1](OCCC(C)C)=O.[NH2:9][C:10]1[C:11]([NH:21][C@@H:22]2[CH2:26][C@H:25]([OH:27])[CH:24]=[CH:23]2)=[N:12][C:13]([S:17][CH2:18][CH2:19][CH3:20])=[N:14][C:15]=1[Cl:16], predict the reaction product.